From a dataset of Catalyst prediction with 721,799 reactions and 888 catalyst types from USPTO. Predict which catalyst facilitates the given reaction. (1) Reactant: [CH2:1]([OH:23])[C@H:2]1[O:7][C@H:6]([O:8][C@H:9]2[O:14][C@H:13]([CH2:15][OH:16])[C@@H:12]([OH:17])[C@H:11]([OH:18])[C@H:10]2[OH:19])[C@H:5]([OH:20])[C@@H:4]([OH:21])[C@@H:3]1[OH:22].[P:24]([O-:28])([O-:27])([O-:26])=[O:25].[Na+].[Na+].[Na+]. The catalyst class is: 6. Product: [CH2:15]([OH:16])[C@H:13]1[O:14][C@H:9]([O:8][C@H:6]2[O:7][C@H:2]([CH2:1][OH:23])[C@@H:3]([OH:22])[C@H:4]([OH:21])[C@H:5]2[OH:20])[C@H:10]([OH:19])[C@@H:11]([OH:18])[C@@H:12]1[OH:17].[P:24]([O-:28])([O-:27])([O-:26])=[O:25]. (2) Reactant: C(O[C:4](=[O:18])[CH2:5][CH2:6][NH:7][C:8]([O:10][CH2:11][C:12]1[CH:17]=[CH:16][CH:15]=[CH:14][CH:13]=1)=[O:9])C.[Li+].C[Si]([N-][Si](C)(C)C)(C)C.[CH:29]1([NH:34][C:35]2[C:40]([CH:41]=O)=[CH:39][N:38]=[C:37]([S:43][CH3:44])[N:36]=2)[CH2:33][CH2:32][CH2:31][CH2:30]1. Product: [CH2:11]([O:10][C:8](=[O:9])[NH:7][CH2:6][C:5]1[C:4](=[O:18])[N:34]([CH:29]2[CH2:33][CH2:32][CH2:31][CH2:30]2)[C:35]2[N:36]=[C:37]([S:43][CH3:44])[N:38]=[CH:39][C:40]=2[CH:41]=1)[C:12]1[CH:13]=[CH:14][CH:15]=[CH:16][CH:17]=1. The catalyst class is: 355. (3) Product: [Br:1][C:2]1[CH:3]=[CH:4][C:5]([C:8]2[N:9]=[C:10]([N:13]3[C:19](=[O:20])[O:18][CH2:17][C:14]43[CH2:15][CH2:16]4)[S:11][CH:12]=2)=[CH:6][CH:7]=1. Reactant: [Br:1][C:2]1[CH:7]=[CH:6][C:5]([C:8]2[N:9]=[C:10]([NH:13][C:14]3([CH2:17][OH:18])[CH2:16][CH2:15]3)[S:11][CH:12]=2)=[CH:4][CH:3]=1.[C:19](N1C=CN=C1)(N1C=CN=C1)=[O:20]. The catalyst class is: 10. (4) Reactant: C(OC(=O)[NH:7][C@H:8]1[CH2:12][CH2:11][N:10]([S:13]([C:16]2[CH:37]=[CH:36][C:19]3[N:20]([CH2:27][CH:28]4[CH2:33][CH2:32][C:31]([F:35])([F:34])[CH2:30][CH2:29]4)[C:21]([C:23]([CH3:26])([CH3:25])[CH3:24])=[N:22][C:18]=3[CH:17]=2)(=[O:15])=[O:14])[CH2:9]1)(C)(C)C.Cl. Product: [C:23]([C:21]1[N:20]([CH2:27][CH:28]2[CH2:29][CH2:30][C:31]([F:34])([F:35])[CH2:32][CH2:33]2)[C:19]2[CH:36]=[CH:37][C:16]([S:13]([N:10]3[CH2:11][CH2:12][C@H:8]([NH2:7])[CH2:9]3)(=[O:15])=[O:14])=[CH:17][C:18]=2[N:22]=1)([CH3:26])([CH3:24])[CH3:25]. The catalyst class is: 12. (5) Reactant: [C:1]([O-:4])(=[O:3])[CH3:2].[Na+].N(OC(C)(C)C)=O.N[C@@H:14]([CH2:18][CH3:19])[C:15]([OH:17])=[O:16]. Product: [C:1]([O:4][C@@H:14]([CH2:18][CH3:19])[C:15]([OH:17])=[O:16])(=[O:3])[CH3:2]. The catalyst class is: 15.